This data is from Full USPTO retrosynthesis dataset with 1.9M reactions from patents (1976-2016). The task is: Predict the reactants needed to synthesize the given product. (1) Given the product [C:1]([O:5][C:6](=[O:22])[NH:7][C:8]1[CH:13]=[C:12]([N:28]([CH2:27][CH:24]2[CH2:26][CH2:25]2)[CH3:29])[C:11]([C:15]([F:18])([F:17])[F:16])=[CH:10][C:9]=1[N+:19]([O-:21])=[O:20])([CH3:4])([CH3:3])[CH3:2], predict the reactants needed to synthesize it. The reactants are: [C:1]([O:5][C:6](=[O:22])[NH:7][C:8]1[CH:13]=[C:12](Cl)[C:11]([C:15]([F:18])([F:17])[F:16])=[CH:10][C:9]=1[N+:19]([O-:21])=[O:20])([CH3:4])([CH3:3])[CH3:2].Cl.[CH:24]1([CH2:27][NH:28][CH3:29])[CH2:26][CH2:25]1.CCN(CC)CC. (2) Given the product [S:16]1[CH:20]=[CH:19][N:18]=[C:17]1[CH:21]=[N:1][CH:2]([CH2:10][C:11]1[CH:15]=[CH:14][S:13][N:12]=1)[C:3]([O:5][C:6]([CH3:9])([CH3:8])[CH3:7])=[O:4], predict the reactants needed to synthesize it. The reactants are: [NH2:1][CH:2]([CH2:10][C:11]1[CH:15]=[CH:14][S:13][N:12]=1)[C:3]([O:5][C:6]([CH3:9])([CH3:8])[CH3:7])=[O:4].[S:16]1[CH:20]=[CH:19][N:18]=[C:17]1[CH:21]=O. (3) Given the product [Cl:1][C:2]1[N:7]=[C:6]([CH3:8])[C:5]([NH:9][C:16](=[O:18])[CH3:17])=[CH:4][N:3]=1, predict the reactants needed to synthesize it. The reactants are: [Cl:1][C:2]1[N:7]=[C:6]([CH3:8])[C:5]([NH2:9])=[CH:4][N:3]=1.N1C=CC=CC=1.[C:16](OC(=O)C)(=[O:18])[CH3:17].O. (4) Given the product [NH2:33][C:28]1[CH:29]=[CH:30][CH:31]=[CH:32][C:27]=1[NH:26][C:24](=[O:25])[C:23]1[CH:22]=[CH:21][C:20]([CH2:19][N:18]2[CH2:44][C:43](=[CH2:42])[C:2]3[C:3](=[CH:4][CH:5]=[CH:6][CH:7]=3)[CH:8]2[CH2:9][C:10](=[O:11])[C:12]2[CH:17]=[CH:16][CH:15]=[CH:14][CH:13]=2)=[CH:35][CH:34]=1, predict the reactants needed to synthesize it. The reactants are: I[C:2]1[CH:7]=[CH:6][CH:5]=[CH:4][C:3]=1[CH:8]=[CH:9][C:10]([C:12]1[CH:17]=[CH:16][CH:15]=[CH:14][CH:13]=1)=[O:11].[NH2:18][CH2:19][C:20]1[CH:35]=[CH:34][C:23]([C:24]([NH:26][C:27]2[CH:32]=[CH:31][CH:30]=[CH:29][C:28]=2[NH2:33])=[O:25])=[CH:22][CH:21]=1.C([O-])([O-])=O.[K+].[K+].[CH2:42]=[C:43]=[CH2:44].